This data is from Full USPTO retrosynthesis dataset with 1.9M reactions from patents (1976-2016). The task is: Predict the reactants needed to synthesize the given product. (1) Given the product [CH3:1][O:2][C:3](=[O:18])/[C:4](/[C:11]([O:13][C:14]([CH3:15])([CH3:16])[CH3:17])=[O:12])=[CH:40]/[C:38]1[CH:37]=[CH:36][C:34]2[O:35][C:31]([CH3:42])([CH3:30])[O:32][C:33]=2[CH:39]=1, predict the reactants needed to synthesize it. The reactants are: [CH3:1][O:2][C:3](=[O:18])[CH:4]([C:11]([O:13][C:14]([CH3:17])([CH3:16])[CH3:15])=[O:12])P(OC)(OC)=O.C1CCN2C(=NCCC2)CC1.[CH3:30][C:31]1([CH3:42])[O:35][C:34]2[CH:36]=[CH:37][C:38]([CH:40]=O)=[CH:39][C:33]=2[O:32]1. (2) Given the product [CH2:30]([C:29]1[CH:41]=[N:40][C:42]([N:2]2[CH2:6][CH2:5][CH:4]([C:7]3[S:8][CH:9]=[C:10]([CH2:12][O:13][C:14]4[CH:15]=[CH:16][C:17]([N:20]5[CH:24]=[N:23][N:22]=[N:21]5)=[CH:18][CH:19]=4)[N:11]=3)[CH2:3]2)=[N:27][CH:28]=1)[CH3:32], predict the reactants needed to synthesize it. The reactants are: Cl.[NH:2]1[CH2:6][CH2:5][CH:4]([C:7]2[S:8][CH:9]=[C:10]([CH2:12][O:13][C:14]3[CH:19]=[CH:18][C:17]([N:20]4[CH:24]=[N:23][N:22]=[N:21]4)=[CH:16][CH:15]=3)[N:11]=2)[CH2:3]1.ClC1N=[CH:30][CH:29]=[CH:28][N:27]=1.[C:32]([O-])([O-])=O.[K+].[K+].O.C[N:40]([CH:42]=O)[CH3:41]. (3) Given the product [Br:1][C:2]1[CH:3]=[C:4]2[C:9](=[CH:10][CH:11]=1)[C:8](=[O:12])[NH:7][C:6](=[O:13])[C:5]2=[CH:14][NH:26][C:25]1[CH:24]=[CH:23][C:22]([C:20]2[N:19]=[CH:18][NH:17][CH:21]=2)=[CH:28][CH:27]=1, predict the reactants needed to synthesize it. The reactants are: [Br:1][C:2]1[CH:3]=[C:4]2[C:9](=[CH:10][CH:11]=1)[C:8](=[O:12])[NH:7][C:6](=[O:13])/[C:5]/2=[CH:14]/OC.[NH:17]1[CH:21]=[C:20]([C:22]2[CH:28]=[CH:27][C:25]([NH2:26])=[CH:24][CH:23]=2)[N:19]=[CH:18]1. (4) Given the product [Br:1][C:2]1[CH:7]=[C:6]([CH2:8][C:14]#[N:15])[CH:5]=[CH:4][N:3]=1, predict the reactants needed to synthesize it. The reactants are: [Br:1][C:2]1[CH:7]=[C:6]([CH2:8]OS(C)(=O)=O)[CH:5]=[CH:4][N:3]=1.[C-:14]#[N:15].[K+].C(OCC)(=O)C.C(=O)(O)[O-].[Na+]. (5) Given the product [CH3:33][C:31]1[C:30]2[C:26](=[CH:27][N:28]([CH2:34][O:35][CH2:36][CH2:37][Si:38]([CH3:39])([CH3:41])[CH3:40])[N:29]=2)[CH:25]=[C:24]([CH2:23][O:1][CH2:2][C:3]2([C:16]3[CH:17]=[CH:18][CH:19]=[CH:20][CH:21]=3)[CH2:8][CH2:7][N:6]([C:9]([O:11][C:12]([CH3:14])([CH3:15])[CH3:13])=[O:10])[CH2:5][CH2:4]2)[CH:32]=1, predict the reactants needed to synthesize it. The reactants are: [OH:1][CH2:2][C:3]1([C:16]2[CH:21]=[CH:20][CH:19]=[CH:18][CH:17]=2)[CH2:8][CH2:7][N:6]([C:9]([O:11][C:12]([CH3:15])([CH3:14])[CH3:13])=[O:10])[CH2:5][CH2:4]1.Br[CH2:23][C:24]1[CH:32]=[C:31]([CH3:33])[C:30]2[C:26](=[CH:27][N:28]([CH2:34][O:35][CH2:36][CH2:37][Si:38]([CH3:41])([CH3:40])[CH3:39])[N:29]=2)[CH:25]=1.[H-].[Na+].